Dataset: Reaction yield outcomes from USPTO patents with 853,638 reactions. Task: Predict the reaction yield, written as a fraction of the theoretical maximum amount of product (1.0 means a 100% yield; for example, 0.34 means a 34% yield). (1) The reactants are Cl.O1CCOCC1.[Cl:8][C:9]1[N:14]=[C:13]([C:15]2[S:19][C:18]([N:20]3[CH2:25][CH2:24][N:23](C(OC(C)(C)C)=O)[CH2:22][CH2:21]3)=[N:17][C:16]=2[C:33]2[CH:38]=[CH:37][CH:36]=[C:35]([NH:39][S:40]([C:43]3[CH:48]=[C:47]([F:49])[CH:46]=[CH:45][C:44]=3[F:50])(=[O:42])=[O:41])[C:34]=2[F:51])[CH:12]=[CH:11][N:10]=1. The catalyst is C(Cl)Cl.CO. The product is [Cl:8][C:9]1[N:14]=[C:13]([C:15]2[S:19][C:18]([N:20]3[CH2:25][CH2:24][NH:23][CH2:22][CH2:21]3)=[N:17][C:16]=2[C:33]2[C:34]([F:51])=[C:35]([NH:39][S:40]([C:43]3[CH:48]=[C:47]([F:49])[CH:46]=[CH:45][C:44]=3[F:50])(=[O:42])=[O:41])[CH:36]=[CH:37][CH:38]=2)[CH:12]=[CH:11][N:10]=1. The yield is 1.00. (2) The reactants are [F:1][C:2]1[CH:3]=[C:4]([CH:28]=[CH:29][CH:30]=1)[O:5][C:6]1[CH:11]=[CH:10][C:9]([C:12]2[C:20]3[C:15](=[N:16][CH:17]=[N:18][C:19]=3[NH2:21])[N:14]([CH2:22][C@H:23]3[CH2:27][CH2:26][CH2:25][NH:24]3)[N:13]=2)=[CH:8][CH:7]=1.[C:31]([CH2:33][C:34](O)=[O:35])#[N:32].CN(C(ON1N=NC2C=CC=NC1=2)=[N+](C)C)C.F[P-](F)(F)(F)(F)F.C(N(CC)CC)C. The catalyst is CN(C)C=O. The product is [NH2:21][C:19]1[N:18]=[CH:17][N:16]=[C:15]2[N:14]([CH2:22][C@H:23]3[CH2:27][CH2:26][CH2:25][N:24]3[C:34](=[O:35])[CH2:33][C:31]#[N:32])[N:13]=[C:12]([C:9]3[CH:10]=[CH:11][C:6]([O:5][C:4]4[CH:28]=[CH:29][CH:30]=[C:2]([F:1])[CH:3]=4)=[CH:7][CH:8]=3)[C:20]=12. The yield is 0.600. (3) The yield is 0.0200. The catalyst is C(Cl)(=O)C(Cl)=O.ClCCl. The product is [Br:1][C:2]1[S:3][C:4]([C:7]([C:12]2[C:13]3[C:14](=[N:15][CH:16]=[CH:17][CH:18]=3)[NH:10][CH:11]=2)=[O:9])=[CH:5][N:6]=1. The reactants are [Br:1][C:2]1[S:3][C:4]([C:7]([OH:9])=O)=[CH:5][N:6]=1.[NH:10]1[C:14]2=[N:15][CH:16]=[CH:17][CH:18]=[C:13]2[CH:12]=[CH:11]1.[Cl-].[Cl-].[Cl-].[Al+3]. (4) The reactants are [C:1]([O:5][C:6]([NH:8][CH:9]([CH3:16])[CH2:10]OS(C)(=O)=O)=[O:7])([CH3:4])([CH3:3])[CH3:2].[NH:17]1[CH2:22][CH2:21][O:20][CH2:19][CH2:18]1.C([O-])([O-])=O.[K+].[K+]. The catalyst is CC#N. The product is [C:1]([O:5][C:6](=[O:7])[NH:8][CH:9]([CH3:16])[CH2:10][N:17]1[CH2:22][CH2:21][O:20][CH2:19][CH2:18]1)([CH3:4])([CH3:3])[CH3:2]. The yield is 0.620. (5) The reactants are C([O-])([O-])=O.[Na+].[Na+].C(O)C.Cl[C:11]1[N:16]=[C:15]([O:17][CH3:18])[CH:14]=[CH:13][N:12]=1.[CH:19]([C:21]1[CH:26]=[CH:25][C:24](B(O)O)=[CH:23][CH:22]=1)=[O:20]. The catalyst is C1(C)C=CC=CC=1.C(OCC)(=O)C.C1C=CC(P(C2C=CC=CC=2)CCCCP(C2C=CC=CC=2)C2C=CC=CC=2)=CC=1.Cl[Pd]Cl. The product is [CH3:18][O:17][C:15]1[CH:14]=[CH:13][N:12]=[C:11]([C:24]2[CH:25]=[CH:26][C:21]([CH:19]=[O:20])=[CH:22][CH:23]=2)[N:16]=1. The yield is 0.420.